Dataset: Forward reaction prediction with 1.9M reactions from USPTO patents (1976-2016). Task: Predict the product of the given reaction. (1) Given the reactants [C:1]([O:4][C@H:5]1[C@H:12]([O:13][C:14](=[O:16])[CH3:15])[C:9]2([CH2:11][CH2:10]2)[O:8][C@@H:7]([C:17]2[CH:22]=[CH:21][C:20]([Cl:23])=[C:19]([CH2:24][C:25]3[CH:30]=[CH:29][C:28]([OH:31])=[CH:27][CH:26]=3)[CH:18]=2)[C@@H:6]1[O:32][C:33](=[O:35])[CH3:34])(=[O:3])[CH3:2].[N+:36]([O-])([OH:38])=[O:37], predict the reaction product. The product is: [C:1]([O:4][C@H:5]1[C@H:12]([O:13][C:14](=[O:16])[CH3:15])[C:9]2([CH2:10][CH2:11]2)[O:8][C@@H:7]([C:17]2[CH:22]=[CH:21][C:20]([Cl:23])=[C:19]([CH2:24][C:25]3[CH:26]=[CH:27][C:28]([OH:31])=[C:29]([N+:36]([O-:38])=[O:37])[CH:30]=3)[CH:18]=2)[C@@H:6]1[O:32][C:33](=[O:35])[CH3:34])(=[O:3])[CH3:2]. (2) Given the reactants [OH:1][C:2]1[CH:11]=[C:10]([OH:12])[C:9]([C@@H:13]2[CH2:17][CH2:16][N:15]([CH3:18])[C@H:14]2[CH2:19][OH:20])=[C:8]2[C:3]=1[C:4](=[O:30])[CH:5]=[C:6]([C:21]1[CH:26]=[CH:25][CH:24]=[C:23]([N+:27]([O-:29])=[O:28])[CH:22]=1)[O:7]2.[ClH:31].[CH3:32]O, predict the reaction product. The product is: [ClH:31].[OH:1][C:2]1[CH:11]=[C:10]([OH:12])[C:9]([C@@H:13]2[CH2:17][CH2:16][N:15]([CH2:18][CH3:32])[C@H:14]2[CH2:19][OH:20])=[C:8]2[C:3]=1[C:4](=[O:30])[CH:5]=[C:6]([C:21]1[CH:26]=[CH:25][CH:24]=[C:23]([N+:27]([O-:29])=[O:28])[CH:22]=1)[O:7]2. (3) Given the reactants Cl[C:2]1[CH:9]=[CH:8][C:5]([C:6]#[N:7])=[CH:4][C:3]=1[N+:10]([O-:12])=[O:11].[F:13][C:14]([F:20])([F:19])[CH2:15][CH2:16][CH2:17][NH2:18].C(N(CC)CC)C, predict the reaction product. The product is: [N+:10]([C:3]1[CH:4]=[C:5]([CH:8]=[CH:9][C:2]=1[NH:18][CH2:17][CH2:16][CH2:15][C:14]([F:20])([F:19])[F:13])[C:6]#[N:7])([O-:12])=[O:11].